From a dataset of Reaction yield outcomes from USPTO patents with 853,638 reactions. Predict the reaction yield, written as a fraction of the theoretical maximum amount of product (1.0 means a 100% yield; for example, 0.34 means a 34% yield). (1) The reactants are Cl[C:2]1[N:7]=[C:6]([C:8]([NH:10][C:11]2[C:21]([CH3:22])=[CH:20][C:14]([C:15]([O:17][CH2:18][CH3:19])=[O:16])=[CH:13][C:12]=2[CH3:23])=[O:9])[C:5]([CH3:24])=[CH:4][CH:3]=1.[CH3:25][C:26]1([OH:32])[CH2:31][CH2:30][NH:29][CH2:28][CH2:27]1.C([O-])([O-])=O.[Cs+].[Cs+].C1(P(C2C=CC=CC=2)C2C=CC3C(=CC=CC=3)C=2C2C3C(=CC=CC=3)C=CC=2P(C2C=CC=CC=2)C2C=CC=CC=2)C=CC=CC=1. The catalyst is O1CCOCC1.CC([O-])=O.CC([O-])=O.[Pd+2]. The product is [OH:32][C:26]1([CH3:25])[CH2:31][CH2:30][N:29]([C:2]2[N:7]=[C:6]([C:8]([NH:10][C:11]3[C:21]([CH3:22])=[CH:20][C:14]([C:15]([O:17][CH2:18][CH3:19])=[O:16])=[CH:13][C:12]=3[CH3:23])=[O:9])[C:5]([CH3:24])=[CH:4][CH:3]=2)[CH2:28][CH2:27]1. The yield is 0.800. (2) The reactants are Br[C:2]1[C:7]([O:8][CH3:9])=[CH:6][C:5]([CH2:10][O:11][CH3:12])=[CH:4][C:3]=1[O:13][CH3:14].C([Li])CCC.CCCCCC.C[O:27][B:28]([O:31]C)[O:29]C.Cl. The catalyst is O1CCCC1. The product is [CH3:14][O:13][C:3]1[CH:4]=[C:5]([CH2:10][O:11][CH3:12])[CH:6]=[C:7]([O:8][CH3:9])[C:2]=1[O:27][B:28]([OH:31])[OH:29]. The yield is 0.718. (3) The reactants are N(C(OC(C)C)=O)=NC(OC(C)C)=O.[CH2:15]([O:22][C:23]1[C:28]2[C:29]([OH:32])=[N:30][O:31][C:27]=2[CH:26]=[CH:25][CH:24]=1)[C:16]1[CH:21]=[CH:20][CH:19]=[CH:18][CH:17]=1.O[CH2:34][CH2:35][CH:36]1[CH2:41][CH2:40][N:39]([C:42]([O:44][C:45]([CH3:48])([CH3:47])[CH3:46])=[O:43])[CH2:38][CH2:37]1.C1(P(C2C=CC=CC=2)C2C=CC=CC=2)C=CC=CC=1. The catalyst is C1(C)C=CC=CC=1. The product is [CH2:15]([O:22][C:23]1[C:28]2[C:29]([O:32][CH2:34][CH2:35][CH:36]3[CH2:37][CH2:38][N:39]([C:42]([O:44][C:45]([CH3:46])([CH3:48])[CH3:47])=[O:43])[CH2:40][CH2:41]3)=[N:30][O:31][C:27]=2[CH:26]=[CH:25][CH:24]=1)[C:16]1[CH:17]=[CH:18][CH:19]=[CH:20][CH:21]=1. The yield is 0.760. (4) The reactants are Br[C:2]1[C:7](=[O:8])[CH:6]=[CH:5][N:4]([C:9]2[CH:14]=[CH:13][CH:12]=[C:11]([C:15]([F:18])([F:17])[F:16])[CH:10]=2)[N:3]=1.[CH3:19][Si:20]([C:23]#[CH:24])([CH3:22])[CH3:21].CCN(CC)CC. The catalyst is C1COCC1.[Cl-].[Na+].O.[Cu]I.Cl[Pd](Cl)([P](C1C=CC=CC=1)(C1C=CC=CC=1)C1C=CC=CC=1)[P](C1C=CC=CC=1)(C1C=CC=CC=1)C1C=CC=CC=1.C1C=CC(P(C2C=CC=CC=2)C2C=CC=CC=2)=CC=1. The product is [F:16][C:15]([F:18])([F:17])[C:11]1[CH:10]=[C:9]([N:4]2[CH:5]=[CH:6][C:7](=[O:8])[C:2]([C:24]#[C:23][Si:20]([CH3:22])([CH3:21])[CH3:19])=[N:3]2)[CH:14]=[CH:13][CH:12]=1. The yield is 0.280. (5) The reactants are Br[C:2]1[S:3][CH:4]=[C:5]([CH2:7][O:8][Si:9]([C:12]([CH3:15])([CH3:14])[CH3:13])([CH3:11])[CH3:10])[N:6]=1.C([Li])CCC.[O:21]1[CH2:26][CH2:25][C:24](=[N:27][S@@:28]([C:30]([CH3:33])([CH3:32])[CH3:31])=[O:29])[CH2:23][CH2:22]1.C(Cl)Cl. The product is [NH4+:6].[OH-:8].[CH3:22][OH:21].[Si:9]([O:8][CH2:7][C:5]1[N:6]=[C:2]([C:24]2([NH:27][S@@:28]([C:30]([CH3:33])([CH3:32])[CH3:31])=[O:29])[CH2:23][CH2:22][O:21][CH2:26][CH2:25]2)[S:3][CH:4]=1)([C:12]([CH3:15])([CH3:14])[CH3:13])([CH3:11])[CH3:10]. The yield is 0.100. The catalyst is C1COCC1.